This data is from Retrosynthesis with 50K atom-mapped reactions and 10 reaction types from USPTO. The task is: Predict the reactants needed to synthesize the given product. (1) Given the product C[C@@H]1CN(c2csc3cc(C#N)ccc23)CCN1CC[C@@H]1OCCc2cc(N3CCNC3=O)ccc21, predict the reactants needed to synthesize it. The reactants are: CS(=O)(=O)OCC[C@@H]1OCCc2cc(N3CCNC3=O)ccc21.C[C@@H]1CN(c2csc3cc(C#N)ccc23)CCN1. (2) The reactants are: Cc1cc(C(=O)O)nn1Cc1cc(Cl)cc2cc(-c3ccccc3)oc12.Nc1ccc(CO)cc1. Given the product Cc1cc(C(=O)Nc2ccc(CO)cc2)nn1Cc1cc(Cl)cc2cc(-c3ccccc3)oc12, predict the reactants needed to synthesize it. (3) Given the product COC(=O)N1c2ccc(-c3cnn(C4CCS(=O)(=O)CC4)c3)c(OC3CCC3)c2CC[C@@H]1C, predict the reactants needed to synthesize it. The reactants are: COC(=O)N1c2ccc(-c3cn[nH]c3)c(OC3CCC3)c2CC[C@@H]1C.CS(=O)(=O)OC1CCS(=O)(=O)CC1. (4) The reactants are: COc1ccc(COc2ccc([N+](=O)[O-])cc2)cc1. Given the product COc1ccc(COc2ccc(N)cc2)cc1, predict the reactants needed to synthesize it. (5) Given the product CC(C)(C)OC(=O)NCCc1ccc(-c2cccc(O)c2)cc1, predict the reactants needed to synthesize it. The reactants are: CC(C)(C)OC(=O)NCCc1ccc(Br)cc1.OB(O)c1cccc(O)c1.